From a dataset of Reaction yield outcomes from USPTO patents with 853,638 reactions. Predict the reaction yield, written as a fraction of the theoretical maximum amount of product (1.0 means a 100% yield; for example, 0.34 means a 34% yield). (1) The reactants are [C:1]([O:5][C:6](=[O:41])[CH2:7][O:8][C:9]1[C:18]2[CH2:17][CH2:16][CH2:15][C@@H:14]([N:19]([CH2:34][C:35]3[CH:40]=[CH:39][CH:38]=[CH:37][CH:36]=3)[S:20]([C:23]3[CH:28]=[C:27]([C:29]([F:32])([F:31])[F:30])[CH:26]=[C:25](Br)[CH:24]=3)(=[O:22])=[O:21])[C:13]=2[CH:12]=[CH:11][CH:10]=1)([CH3:4])([CH3:3])[CH3:2].C1([As](C2C=CC=CC=2)C2C=CC=CC=2)C=CC=CC=1.[CH2:61]([O:63]C([Sn](CCCC)(CCCC)CCCC)=C)[CH3:62].Cl. The catalyst is CN(C)C=O.C1C=CC(/C=C/C(/C=C/C2C=CC=CC=2)=O)=CC=1.C1C=CC(/C=C/C(/C=C/C2C=CC=CC=2)=O)=CC=1.C1C=CC(/C=C/C(/C=C/C2C=CC=CC=2)=O)=CC=1.[Pd].[Pd].O. The product is [C:1]([O:5][C:6](=[O:41])[CH2:7][O:8][C:9]1[C:18]2[CH2:17][CH2:16][CH2:15][C@@H:14]([N:19]([S:20]([C:23]3[CH:28]=[C:27]([C:29]([F:32])([F:31])[F:30])[CH:26]=[C:25]([C:61](=[O:63])[CH3:62])[CH:24]=3)(=[O:22])=[O:21])[CH2:34][C:35]3[CH:40]=[CH:39][CH:38]=[CH:37][CH:36]=3)[C:13]=2[CH:12]=[CH:11][CH:10]=1)([CH3:4])([CH3:3])[CH3:2]. The yield is 0.864. (2) The reactants are [Cl:1][C:2]1[CH:7]=[C:6]([Cl:8])[CH:5]=[CH:4][C:3]=1[C:9](=O)[CH3:10].[NH2:12][C:13]([NH2:15])=[S:14]. No catalyst specified. The product is [NH2:15][C:13]1[S:14][CH:10]=[C:9]([C:3]2[CH:4]=[CH:5][C:6]([Cl:8])=[CH:7][C:2]=2[Cl:1])[N:12]=1. The yield is 0.971. (3) The reactants are [O:1]1[C:5]2[CH:6]=[CH:7][CH:8]=[CH:9][C:4]=2[CH:3]=[C:2]1[C:10]1[CH:44]=[CH:43][C:13]([C:14]([NH:16][S:17]([C:20]2[CH:25]=[CH:24][C:23]([CH2:26][O:27][Si](C(C)(C)C)(C)C)=[CH:22][C:21]=2[S:35](=[O:42])(=[O:41])[NH:36]C(C)(C)C)(=[O:19])=[O:18])=[O:15])=[CH:12][CH:11]=1.FC(F)(F)C(O)=O. No catalyst specified. The product is [O:1]1[C:5]2[CH:6]=[CH:7][CH:8]=[CH:9][C:4]=2[CH:3]=[C:2]1[C:10]1[CH:11]=[CH:12][C:13]([C:14]([NH:16][S:17]([C:20]2[CH:25]=[CH:24][C:23]([CH2:26][OH:27])=[CH:22][C:21]=2[S:35](=[O:42])(=[O:41])[NH2:36])(=[O:18])=[O:19])=[O:15])=[CH:43][CH:44]=1. The yield is 0.760. (4) The reactants are [Br:1][C:2]1[CH:3]=[C:4]([C:14]([OH:16])=O)[S:5][C:6]=1[C:7]1[N:11]([CH3:12])[N:10]=[CH:9][C:8]=1[Cl:13].[NH2:17][C@@H:18]([CH2:31][C:32]1[CH:37]=[CH:36][CH:35]=[CH:34][C:33]=1[C:38]([F:41])([F:40])[F:39])[CH2:19][N:20]1[C:28](=[O:29])[C:27]2[C:22](=[CH:23][CH:24]=[CH:25][CH:26]=2)[C:21]1=[O:30].C1CN([P+](Br)(N2CCCC2)N2CCCC2)CC1.F[P-](F)(F)(F)(F)F.CCN(C(C)C)C(C)C. The catalyst is C(Cl)(Cl)Cl. The product is [Br:1][C:2]1[CH:3]=[C:4]([C:14]([NH:17][C@@H:18]([CH2:31][C:32]2[CH:37]=[CH:36][CH:35]=[CH:34][C:33]=2[C:38]([F:41])([F:39])[F:40])[CH2:19][N:20]2[C:28](=[O:29])[C:27]3[C:22](=[CH:23][CH:24]=[CH:25][CH:26]=3)[C:21]2=[O:30])=[O:16])[S:5][C:6]=1[C:7]1[N:11]([CH3:12])[N:10]=[CH:9][C:8]=1[Cl:13]. The yield is 0.430. (5) The reactants are [F:1][C:2]1[N:7]2[CH:8]=[C:9]([CH:11]=[O:12])[N:10]=[C:6]2[CH:5]=[CH:4][CH:3]=1.[BH4-].[Na+]. The catalyst is CO. The product is [F:1][C:2]1[N:7]2[CH:8]=[C:9]([CH2:11][OH:12])[N:10]=[C:6]2[CH:5]=[CH:4][CH:3]=1. The yield is 0.930. (6) The reactants are [C:1](Cl)([O:3][CH2:4][C:5]1[CH:10]=[CH:9][CH:8]=[CH:7][CH:6]=1)=[O:2].C([N:19]1[CH2:24][CH2:23][C:22]([C:30]2[CH:35]=[CH:34][CH:33]=[CH:32][CH:31]=2)([N:25]2[CH2:29][CH2:28][CH2:27][CH2:26]2)[CH2:21][CH2:20]1)C1C=CC=CC=1.C(OCC)(=O)C. The catalyst is C(Cl)(Cl)Cl. The product is [CH2:4]([O:3][C:1]([N:19]1[CH2:20][CH2:21][C:22]([C:30]2[CH:35]=[CH:34][CH:33]=[CH:32][CH:31]=2)([N:25]2[CH2:29][CH2:28][CH2:27][CH2:26]2)[CH2:23][CH2:24]1)=[O:2])[C:5]1[CH:10]=[CH:9][CH:8]=[CH:7][CH:6]=1. The yield is 0.290. (7) The reactants are [Cl:1][C:2]1[CH:3]=[C:4]2[C:9](=[C:10]([F:21])[C:11]=1[C:12]1[C:17]([O:18]C)=[CH:16][CH:15]=[CH:14][C:13]=1[F:20])[N:8]=[CH:7][N:6]=[C:5]2[N:22]1[CH2:27][CH2:26][N:25]([C:28](=[O:31])[CH:29]=[CH2:30])[CH2:24][CH2:23]1.B(Br)(Br)Br. The catalyst is ClCCl. The product is [Cl:1][C:2]1[CH:3]=[C:4]2[C:9](=[C:10]([F:21])[C:11]=1[C:12]1[C:17]([OH:18])=[CH:16][CH:15]=[CH:14][C:13]=1[F:20])[N:8]=[CH:7][N:6]=[C:5]2[N:22]1[CH2:23][CH2:24][N:25]([C:28](=[O:31])[CH:29]=[CH2:30])[CH2:26][CH2:27]1. The yield is 0.760. (8) The reactants are [Cl:1][C:2]1[N:3]=[C:4]([Cl:20])[C:5]2[C:10](I)=[CH:9][N:8]([CH2:12][O:13][CH2:14][CH2:15][Si:16]([CH3:19])([CH3:18])[CH3:17])[C:6]=2[N:7]=1.[CH3:21][NH:22][C:23]([C:25]1[CH:30]=[CH:29][C:28](B(O)O)=[CH:27][CH:26]=1)=[O:24].C(=O)([O-])[O-].[Na+].[Na+].ClCCl. The yield is 0.680. The catalyst is O.O1CCOCC1. The product is [Cl:1][C:2]1[N:3]=[C:4]([Cl:20])[C:5]2[C:10]([C:28]3[CH:29]=[CH:30][C:25]([C:23]([NH:22][CH3:21])=[O:24])=[CH:26][CH:27]=3)=[CH:9][N:8]([CH2:12][O:13][CH2:14][CH2:15][Si:16]([CH3:19])([CH3:18])[CH3:17])[C:6]=2[N:7]=1. (9) The reactants are Cl[C:2]([O:4][CH2:5][CH:6]1[C:18]2[CH:17]=[CH:16][CH:15]=[CH:14][C:13]=2[C:12]2[C:7]1=[CH:8][CH:9]=[CH:10][CH:11]=2)=[O:3].[CH:19]([NH:22][CH2:23][C:24]([CH3:37])([S:26][C:27]1[CH:36]=[CH:35][C:30]2[N:31]=[C:32]([NH2:34])[S:33][C:29]=2[CH:28]=1)[CH3:25])([CH3:21])[CH3:20].C(=O)([O-])[O-].[Na+].[Na+]. The catalyst is C1COCC1.O.CCOC(C)=O. The product is [NH2:34][C:32]1[S:33][C:29]2[CH:28]=[C:27]([S:26][C:24]([CH3:25])([CH3:37])[CH2:23][N:22]([CH:19]([CH3:20])[CH3:21])[C:2](=[O:3])[O:4][CH2:5][CH:6]3[C:18]4[CH:17]=[CH:16][CH:15]=[CH:14][C:13]=4[C:12]4[C:7]3=[CH:8][CH:9]=[CH:10][CH:11]=4)[CH:36]=[CH:35][C:30]=2[N:31]=1. The yield is 0.180.